Task: Predict the reaction yield, written as a fraction of the theoretical maximum amount of product (1.0 means a 100% yield; for example, 0.34 means a 34% yield).. Dataset: Reaction yield outcomes from USPTO patents with 853,638 reactions (1) The reactants are [Cl:1][C:2]1[C:6]([S:7]([C:10]([C:13]2[CH:18]=[CH:17][N:16]=[CH:15][CH:14]=2)([CH3:12])[CH3:11])(=[O:9])=[O:8])=[CH:5][N:4]([CH3:19])[N:3]=1. The catalyst is Cl.O1CCOCC1.O=[Pt]=O. The product is [Cl:1][C:2]1[C:6]([S:7]([C:10]([CH:13]2[CH2:18][CH2:17][NH:16][CH2:15][CH2:14]2)([CH3:12])[CH3:11])(=[O:8])=[O:9])=[CH:5][N:4]([CH3:19])[N:3]=1. The yield is 0.100. (2) The reactants are [Br:1]N1C(=O)CCC1=O.[CH3:9][O:10][CH2:11][C:12]1[CH:16]=[C:15]([CH3:17])[O:14][N:13]=1.CCOCC. The catalyst is CN(C=O)C. The product is [Br:1][C:16]1[C:12]([CH2:11][O:10][CH3:9])=[N:13][O:14][C:15]=1[CH3:17]. The yield is 0.920.